This data is from Forward reaction prediction with 1.9M reactions from USPTO patents (1976-2016). The task is: Predict the product of the given reaction. (1) Given the reactants C(OC([N:8]1[CH2:13][CH2:12][N:11]([C:14]([C:16]2[C:17]3[C:37]([CH3:38])=[N:36][N:35](C4CCCCO4)[C:18]=3[N:19]=[C:20]([C:22]3[CH:27]=[CH:26][C:25]([O:28]C4CCCCO4)=[CH:24][CH:23]=3)[CH:21]=2)=[O:15])[C:10]([CH3:51])([C:45]2[CH:50]=[CH:49][CH:48]=[CH:47][CH:46]=2)[CH2:9]1)=O)(C)(C)C.Cl, predict the reaction product. The product is: [OH:28][C:25]1[CH:26]=[CH:27][C:22]([C:20]2[N:19]=[C:18]3[NH:35][N:36]=[C:37]([CH3:38])[C:17]3=[C:16]([C:14]([N:11]3[CH2:12][CH2:13][NH:8][CH2:9][C:10]3([CH3:51])[C:45]3[CH:46]=[CH:47][CH:48]=[CH:49][CH:50]=3)=[O:15])[CH:21]=2)=[CH:23][CH:24]=1. (2) Given the reactants [CH3:1][Si](C=[N+]=[N-])(C)C.CO.O.OP(O)(O)=O.[C:16]([C:18]1[CH:23]=[CH:22][C:21]([C@H:24]2[C@:28]3([N:32]([CH3:33])[C:31](=[O:34])[N:30]([C:35]4[CH:40]=[C:39]([Cl:41])[CH:38]=[C:37]([Cl:42])[CH:36]=4)[C:29]3=[O:43])[CH2:27][N:26]([CH2:44][C:45]3[S:49][CH:48]=[C:47]([C:50]([OH:52])=[O:51])[CH:46]=3)[CH2:25]2)=[CH:20][CH:19]=1)#[N:17], predict the reaction product. The product is: [CH3:1][O:51][C:50]([C:47]1[CH:46]=[C:45]([CH2:44][N:26]2[CH2:25][C@@H:24]([C:21]3[CH:22]=[CH:23][C:18]([C:16]#[N:17])=[CH:19][CH:20]=3)[C@:28]3([N:32]([CH3:33])[C:31](=[O:34])[N:30]([C:35]4[CH:36]=[C:37]([Cl:42])[CH:38]=[C:39]([Cl:41])[CH:40]=4)[C:29]3=[O:43])[CH2:27]2)[S:49][CH:48]=1)=[O:52]. (3) Given the reactants [OH-].[Na+].[Cl:3][C:4]1[C:9](=[O:10])[N:8]([CH3:11])[CH:7]=[C:6]([CH2:12][C:13]2[S:14][C:15]3[C:21]([C:22]4[CH:23]=[C:24]([CH:30]=[CH:31][CH:32]=4)[C:25](OCC)=[O:26])=[CH:20][CH:19]=[CH:18][C:16]=3[CH:17]=2)[CH:5]=1.Cl.[NH2:34][CH2:35][CH2:36][OH:37].CCN=C=NCCCN(C)C.C1C=CC2N(O)N=NC=2C=1, predict the reaction product. The product is: [Cl:3][C:4]1[C:9](=[O:10])[N:8]([CH3:11])[CH:7]=[C:6]([CH2:12][C:13]2[S:14][C:15]3[C:21]([C:22]4[CH:23]=[C:24]([CH:30]=[CH:31][CH:32]=4)[C:25]([NH:34][CH2:35][CH2:36][OH:37])=[O:26])=[CH:20][CH:19]=[CH:18][C:16]=3[CH:17]=2)[CH:5]=1. (4) The product is: [NH2:1][C:2]1[N:10]=[C:9]([O:11][CH2:12][CH2:13][CH2:14][CH3:15])[N:8]=[C:7]2[C:3]=1[N:4]=[C:5]([O:35][CH3:36])[N:6]2[CH2:16][CH2:17][CH2:18][CH:19]1[CH2:24][CH2:23][CH2:22][N:67]([C:71]([O:73][CH2:74][C:75]2[CH:80]=[CH:79][CH:78]=[CH:77][CH:76]=2)=[O:72])[CH2:66]1. Given the reactants [NH2:1][C:2]1[N:10]=[C:9]([O:11][CH2:12][CH2:13][CH2:14][CH3:15])[N:8]=[C:7]2[C:3]=1[N:4]=[C:5]([O:35][CH3:36])[N:6]2[CH2:16][CH2:17][CH2:18][CH:19]1[CH2:24][CH2:23][CH2:22]CN1C(OCC1C=CC=CC=1)=O.FC(F)(F)C(O)=O.C(OC1N=C2C(N=C(OC)N2)=C(N)N=1)CCC.BrCCCC1CCC[N:67]([C:71]([O:73][CH2:74][C:75]2[CH:80]=[CH:79][CH:78]=[CH:77][CH:76]=2)=[O:72])[CH2:66]1, predict the reaction product. (5) Given the reactants ClC1C=CC(N2C=C(C#N)N=N2)=C(C2C=C(O)N=CN=2)C=1.[Cl:22][C:23]1[C:24]([F:46])=[C:25]([C:38]2[CH:43]=[C:42]([O:44]C)[N:41]=[CH:40][N:39]=2)[C:26]([N:29]2[CH:33]=[C:32]([C:34]([F:37])([F:36])[F:35])[CH:31]=[N:30]2)=[CH:27][CH:28]=1, predict the reaction product. The product is: [Cl:22][C:23]1[C:24]([F:46])=[C:25]([C:38]2[N:39]=[CH:40][N:41]=[C:42]([OH:44])[CH:43]=2)[C:26]([N:29]2[CH:33]=[C:32]([C:34]([F:37])([F:36])[F:35])[CH:31]=[N:30]2)=[CH:27][CH:28]=1.